This data is from Forward reaction prediction with 1.9M reactions from USPTO patents (1976-2016). The task is: Predict the product of the given reaction. (1) Given the reactants C(N(C(C)C)CC)(C)C.C[O:11][C:12]([C:14]1[C:19]([O:20][CH2:21][C:22]2[CH:27]=[CH:26][C:25]([O:28][CH3:29])=[CH:24][CH:23]=2)=[C:18]([O:30][CH2:31][C:32]2[CH:37]=[CH:36][C:35]([O:38][CH3:39])=[CH:34][CH:33]=2)[N:17]=[C:16]([C:40]2[CH:45]=[CH:44][C:43]([CH3:46])=[CH:42][CH:41]=2)[N:15]=1)=[O:13].CN(C(ON1N=NC2C=CC=NC1=2)=[N+](C)C)C.F[P-](F)(F)(F)(F)F, predict the reaction product. The product is: [CH3:29][O:28][C:25]1[CH:24]=[CH:23][C:22]([CH2:21][O:20][C:19]2[C:14]([C:12]([OH:13])=[O:11])=[N:15][C:16]([C:40]3[CH:45]=[CH:44][C:43]([CH3:46])=[CH:42][CH:41]=3)=[N:17][C:18]=2[O:30][CH2:31][C:32]2[CH:37]=[CH:36][C:35]([O:38][CH3:39])=[CH:34][CH:33]=2)=[CH:27][CH:26]=1. (2) Given the reactants [Cl:1][C:2]1[CH:7]=[CH:6][C:5]([C:8]2[C:12]3[CH2:13][N:14]([S:17]([CH3:20])(=[O:19])=[O:18])[CH2:15][CH2:16][C:11]=3[N:10]([CH2:21][CH2:22][CH2:23][N:24]3[CH2:29][CH2:28][CH:27]([N:30]4[CH2:34][CH2:33][CH2:32][C:31]4=[O:35])[CH2:26][CH2:25]3)[N:9]=2)=[CH:4][C:3]=1[CH2:36]NC1C=CC=CC=1.[OH2:44], predict the reaction product. The product is: [Cl:1][C:2]1[CH:7]=[CH:6][C:5]([C:8]2[C:12]3[CH2:13][N:14]([S:17]([CH3:20])(=[O:18])=[O:19])[CH2:15][CH2:16][C:11]=3[N:10]([CH2:21][CH2:22][CH2:23][N:24]3[CH2:25][CH2:26][CH:27]([N:30]4[CH2:34][CH2:33][CH2:32][C:31]4=[O:35])[CH2:28][CH2:29]3)[N:9]=2)=[CH:4][C:3]=1[CH:36]=[O:44].